This data is from NCI-60 drug combinations with 297,098 pairs across 59 cell lines. The task is: Regression. Given two drug SMILES strings and cell line genomic features, predict the synergy score measuring deviation from expected non-interaction effect. Drug 1: CN(CCCl)CCCl.Cl. Drug 2: C1CC(=O)NC(=O)C1N2C(=O)C3=CC=CC=C3C2=O. Cell line: ACHN. Synergy scores: CSS=46.5, Synergy_ZIP=2.08, Synergy_Bliss=0.254, Synergy_Loewe=-21.0, Synergy_HSA=-2.15.